From a dataset of Reaction yield outcomes from USPTO patents with 853,638 reactions. Predict the reaction yield, written as a fraction of the theoretical maximum amount of product (1.0 means a 100% yield; for example, 0.34 means a 34% yield). (1) The reactants are Br[C:2]1[C:3]2[C:4]3[CH:18]=[CH:17][S:16][C:5]=3[C:6](=[O:15])[NH:7][C:8]=2[C:9]([CH3:14])=[CH:10][C:11]=1[O:12][CH3:13].CC1(C)C(C)(C)OB([C:27]2[CH:32]=[CH:31][C:30]([C@@H:33]([CH3:43])[CH2:34][NH:35][C:36](=[O:42])[O:37][C:38]([CH3:41])([CH3:40])[CH3:39])=[CH:29][CH:28]=2)O1. No catalyst specified. The product is [CH3:13][O:12][C:11]1[CH:10]=[C:9]([CH3:14])[C:8]2[NH:7][C:6](=[O:15])[C:5]3[S:16][CH:17]=[CH:18][C:4]=3[C:3]=2[C:2]=1[C:27]1[CH:28]=[CH:29][C:30]([C@@H:33]([CH3:43])[CH2:34][NH:35][C:36](=[O:42])[O:37][C:38]([CH3:40])([CH3:39])[CH3:41])=[CH:31][CH:32]=1. The yield is 0.350. (2) The reactants are [OH:1][CH2:2][C@:3]1([C:17]([O:19][C:20]([CH3:23])([CH3:22])[CH3:21])=[O:18])[CH2:7][C:6](=[O:8])[N:5]([C@@H:9]([C:11]2[CH:16]=[CH:15][CH:14]=[CH:13][CH:12]=2)[CH3:10])[CH2:4]1.N1C=CN=C1.[Si:29](Cl)([C:32]([CH3:35])([CH3:34])[CH3:33])([CH3:31])[CH3:30].[Cl-].[NH4+]. The catalyst is CN(C)C=O. The product is [Si:29]([O:1][CH2:2][C@:3]1([C:17]([O:19][C:20]([CH3:22])([CH3:21])[CH3:23])=[O:18])[CH2:7][C:6](=[O:8])[N:5]([C@@H:9]([C:11]2[CH:12]=[CH:13][CH:14]=[CH:15][CH:16]=2)[CH3:10])[CH2:4]1)([C:32]([CH3:35])([CH3:34])[CH3:33])([CH3:31])[CH3:30]. The yield is 0.710. (3) The reactants are [H-].[Na+].[SH:3][C:4]1[CH:9]=[CH:8][CH:7]=[CH:6][C:5]=1[C:10](=[O:12])[CH3:11].[C:13](=O)(OCC)[O:14]CC.Cl. The catalyst is C1(C)C=CC=CC=1.O. The product is [OH:12][C:10]1[C:5]2[C:4](=[CH:9][CH:8]=[CH:7][CH:6]=2)[S:3][C:13](=[O:14])[CH:11]=1. The yield is 0.100. (4) The reactants are [C:1]([C:3]1[CH:26]=[CH:25][C:6]([C:7]([NH:9][C:10]2[NH:11][N:12]=[C:13]([CH2:15][CH2:16][C:17]3[CH:22]=[CH:21][CH:20]=[C:19]([O:23][CH3:24])[CH:18]=3)[CH:14]=2)=[O:8])=[CH:5][CH:4]=1)#[N:2].[OH-:27].[Na+]. The catalyst is C(O)C.O. The product is [CH3:24][O:23][C:19]1[CH:18]=[C:17]([CH2:16][CH2:15][C:13]2[CH:14]=[C:10]([NH:9][C:7]([C:6]3[CH:5]=[CH:4][C:3]([C:1]([NH2:2])=[O:27])=[CH:26][CH:25]=3)=[O:8])[NH:11][N:12]=2)[CH:22]=[CH:21][CH:20]=1. The yield is 0.100. (5) The reactants are [NH2:1][C:2]1[CH:7]=[CH:6][N:5]([CH2:8][CH2:9][CH:10]([F:32])[CH2:11][N:12]2[CH:16]=[C:15]([C:17]([NH:19][CH2:20][C:21]3[CH:26]=[CH:25][CH:24]=[C:23]([O:27][C:28]([F:31])([F:30])[F:29])[CH:22]=3)=[O:18])[N:14]=[N:13]2)[C:4](=[O:33])[C:3]=1[F:34].[C:35]1([CH2:41][C:42](O)=[O:43])[CH:40]=[CH:39][CH:38]=[CH:37][CH:36]=1.C(P1(=O)OP(=O)(CCC)OP(=O)(CCC)O1)CC. No catalyst specified. The product is [F:32][CH:10]([CH2:9][CH2:8][N:5]1[CH:6]=[CH:7][C:2]([NH:1][C:42](=[O:43])[CH2:41][C:35]2[CH:40]=[CH:39][CH:38]=[CH:37][CH:36]=2)=[C:3]([F:34])[C:4]1=[O:33])[CH2:11][N:12]1[CH:16]=[C:15]([C:17]([NH:19][CH2:20][C:21]2[CH:26]=[CH:25][CH:24]=[C:23]([O:27][C:28]([F:29])([F:30])[F:31])[CH:22]=2)=[O:18])[N:14]=[N:13]1. The yield is 0.320. (6) The reactants are O=C1[NH:7][C:6]([C:8]2[CH:13]=[CH:12][C:11]([C:14]([F:17])([F:16])[F:15])=[CH:10][CH:9]=2)=[CH:5][N:4]2[C:18]([C:21]#[N:22])=[CH:19][CH:20]=[C:3]12.Cl.[NH2:24][OH:25].C(N(CC)C(C)C)(C)C.[CH3:35][OH:36]. The catalyst is C(Cl)Cl.CN(C)C=O. The product is [OH:25][NH:24][C:21]([C:18]1[N:4]2[CH:5]=[C:6]([C:8]3[CH:9]=[CH:10][C:11]([C:14]([F:17])([F:15])[F:16])=[CH:12][CH:13]=3)[NH:7][C:35](=[O:36])[C:3]2=[CH:20][CH:19]=1)=[NH:22]. The yield is 0.700.